From a dataset of Full USPTO retrosynthesis dataset with 1.9M reactions from patents (1976-2016). Predict the reactants needed to synthesize the given product. (1) Given the product [C:30]([OH:37])(=[O:36])/[CH:31]=[CH:32]\[C:33]([OH:35])=[O:34].[CH3:1][O:2][C:3]1[C:8]([CH3:9])=[C:7]([C:10]2[CH:11]=[CH:12][C:13]3[C:14]4[N:23]([C@H:24]5[CH2:28][CH2:27][O:26][CH2:25]5)[N:22]=[CH:21][C:15]=4[C:16](=[O:20])[NH:17][C:18]=3[CH:19]=2)[C:6]([CH3:29])=[CH:5][N:4]=1, predict the reactants needed to synthesize it. The reactants are: [CH3:1][O:2][C:3]1[C:8]([CH3:9])=[C:7]([C:10]2[CH:11]=[CH:12][C:13]3[C:14]4[N:23]([C@H:24]5[CH2:28][CH2:27][O:26][CH2:25]5)[N:22]=[CH:21][C:15]=4[C:16](=[O:20])[NH:17][C:18]=3[CH:19]=2)[C:6]([CH3:29])=[CH:5][N:4]=1.[C:30]([OH:37])(=[O:36])/[CH:31]=[CH:32]\[C:33]([OH:35])=[O:34]. (2) Given the product [OH:23][NH:22][C:3](=[O:2])[CH2:4][CH:5]1[CH2:14][C:13]2[C:8](=[CH:9][CH:10]=[CH:11][CH:12]=2)[N:7]([CH2:15][CH2:16][CH:17]([CH3:19])[CH3:18])[C:6]1=[O:20], predict the reactants needed to synthesize it. The reactants are: C[O:2][C:3](=O)[CH2:4][CH:5]1[CH2:14][C:13]2[C:8](=[CH:9][CH:10]=[CH:11][CH:12]=2)[N:7]([CH2:15][CH2:16][CH:17]([CH3:19])[CH3:18])[C:6]1=[O:20].[NH2:22][OH:23].[OH-].[Na+].